This data is from Reaction yield outcomes from USPTO patents with 853,638 reactions. The task is: Predict the reaction yield, written as a fraction of the theoretical maximum amount of product (1.0 means a 100% yield; for example, 0.34 means a 34% yield). (1) The product is [F:1][C:2]1[CH:3]=[C:4]([OH:21])[CH:5]=[CH:6][C:7]=1[O:8][CH3:9]. The yield is 0.720. The reactants are [F:1][C:2]1[CH:3]=[C:4](C(=O)C)[CH:5]=[CH:6][C:7]=1[O:8][CH3:9].ClC1C=CC=C(C(OO)=[O:21])C=1.O[Li].O.O. The catalyst is C(Cl)Cl.CO. (2) The reactants are [Si]([O:8][C@@H:9]1[C@@:37]2([CH3:38])[C:13](=[CH:14][CH:15]=[C:16]3[C@@H:36]2[CH2:35][CH2:34][C@@:33]2([CH3:39])[C@H:17]3[CH2:18][CH:19]=[C:20]2[C:21]([O:24][CH2:25][CH2:26][C:27]([CH2:31][CH3:32])([OH:30])[CH2:28][CH3:29])([CH3:23])[CH3:22])[CH2:12][C@@H:11]([O:40][Si](C(C)(C)C)(C)C)[CH2:10]1)(C(C)(C)C)(C)C.O1CCCC1.[F-].C([N+](CCCC)(CCCC)CCCC)CCC. The catalyst is O1CCCC1. The product is [OH:8][C@@H:9]1[C@@:37]2([CH3:38])[C:13](=[CH:14][CH:15]=[C:16]3[C@@H:36]2[CH2:35][CH2:34][C@@:33]2([CH3:39])[C@H:17]3[CH2:18][CH:19]=[C:20]2[C:21]([O:24][CH2:25][CH2:26][C:27]([CH2:28][CH3:29])([OH:30])[CH2:31][CH3:32])([CH3:23])[CH3:22])[CH2:12][C@@H:11]([OH:40])[CH2:10]1. The yield is 1.00.